Task: Regression. Given two drug SMILES strings and cell line genomic features, predict the synergy score measuring deviation from expected non-interaction effect.. Dataset: NCI-60 drug combinations with 297,098 pairs across 59 cell lines (1) Drug 1: CC(C)(C1=NC(=CC=C1)N2C3=NC(=NC=C3C(=O)N2CC=C)NC4=CC=C(C=C4)N5CCN(CC5)C)O. Drug 2: CCC1(C2=C(COC1=O)C(=O)N3CC4=CC5=C(C=CC(=C5CN(C)C)O)N=C4C3=C2)O. Cell line: HCT116. Synergy scores: CSS=59.0, Synergy_ZIP=3.68, Synergy_Bliss=2.50, Synergy_Loewe=0.227, Synergy_HSA=5.94. (2) Drug 1: CCC1(C2=C(COC1=O)C(=O)N3CC4=CC5=C(C=CC(=C5CN(C)C)O)N=C4C3=C2)O.Cl. Drug 2: C1C(C(OC1N2C=NC(=NC2=O)N)CO)O. Cell line: RXF 393. Synergy scores: CSS=13.9, Synergy_ZIP=-4.82, Synergy_Bliss=-0.530, Synergy_Loewe=-2.20, Synergy_HSA=1.20. (3) Drug 1: CCCCC(=O)OCC(=O)C1(CC(C2=C(C1)C(=C3C(=C2O)C(=O)C4=C(C3=O)C=CC=C4OC)O)OC5CC(C(C(O5)C)O)NC(=O)C(F)(F)F)O. Drug 2: CC1=C(C(=O)C2=C(C1=O)N3CC4C(C3(C2COC(=O)N)OC)N4)N. Cell line: IGROV1. Synergy scores: CSS=12.0, Synergy_ZIP=-9.34, Synergy_Bliss=-6.39, Synergy_Loewe=-5.86, Synergy_HSA=-3.92.